This data is from Full USPTO retrosynthesis dataset with 1.9M reactions from patents (1976-2016). The task is: Predict the reactants needed to synthesize the given product. (1) Given the product [Cl:1][C:2]1[C:11]2[C:6](=[CH:7][C:8]([F:13])=[CH:9][C:10]=2[F:12])[N:5]=[C:4]([C:14]2[CH:19]=[CH:18][C:17]([N:26]3[CH2:27][CH2:28][CH:24]([N:23]([CH3:29])[CH3:22])[CH2:25]3)=[N:16][CH:15]=2)[C:3]=1[CH3:21], predict the reactants needed to synthesize it. The reactants are: [Cl:1][C:2]1[C:11]2[C:6](=[CH:7][C:8]([F:13])=[CH:9][C:10]=2[F:12])[N:5]=[C:4]([C:14]2[CH:15]=[N:16][C:17](F)=[CH:18][CH:19]=2)[C:3]=1[CH3:21].[CH3:22][N:23]([CH3:29])[CH:24]1[CH2:28][CH2:27][NH:26][CH2:25]1.C(=O)([O-])[O-].[K+].[K+].O. (2) Given the product [Cl:12][C:13]1[CH:14]=[C:15]([CH:18]=[CH:19][CH:20]=1)[CH2:16][NH:17][C:2]1[N:10]=[C:9]2[C:5]([NH:6][CH:7]=[N:8]2)=[C:4]([OH:11])[N:3]=1, predict the reactants needed to synthesize it. The reactants are: Cl[C:2]1[N:10]=[C:9]2[C:5]([NH:6][CH:7]=[N:8]2)=[C:4]([OH:11])[N:3]=1.[Cl:12][C:13]1[CH:14]=[C:15]([CH:18]=[CH:19][CH:20]=1)[CH2:16][NH2:17].C(N(CC)CC)C.